From a dataset of Peptide-MHC class I binding affinity with 185,985 pairs from IEDB/IMGT. Regression. Given a peptide amino acid sequence and an MHC pseudo amino acid sequence, predict their binding affinity value. This is MHC class I binding data. (1) The peptide sequence is CAASGFTFSSY. The MHC is HLA-A30:02 with pseudo-sequence HLA-A30:02. The binding affinity (normalized) is 0.668. (2) The MHC is Mamu-A02 with pseudo-sequence Mamu-A02. The binding affinity (normalized) is 0.00560. The peptide sequence is MSNHEREEEL. (3) The peptide sequence is NADTGHSIY. The MHC is HLA-A30:01 with pseudo-sequence HLA-A30:01. The binding affinity (normalized) is 0.0847. (4) The MHC is HLA-A68:02 with pseudo-sequence HLA-A68:02. The binding affinity (normalized) is 0.424. The peptide sequence is ALMDCIIFES. (5) The peptide sequence is ITMIPHYYY. The MHC is HLA-A68:01 with pseudo-sequence HLA-A68:01. The binding affinity (normalized) is 0.562. (6) The MHC is HLA-A02:01 with pseudo-sequence HLA-A02:01. The peptide sequence is VMDTLNGIM. The binding affinity (normalized) is 0.394. (7) The peptide sequence is NEMVLLQMEN. The MHC is HLA-B44:03 with pseudo-sequence HLA-B44:03. The binding affinity (normalized) is 0.327. (8) The peptide sequence is FIFGKMGAG. The MHC is HLA-B40:01 with pseudo-sequence HLA-B40:01. The binding affinity (normalized) is 0.0847. (9) The MHC is HLA-B35:01 with pseudo-sequence HLA-B35:01. The peptide sequence is MMLPATLAF. The binding affinity (normalized) is 0.550.